This data is from Forward reaction prediction with 1.9M reactions from USPTO patents (1976-2016). The task is: Predict the product of the given reaction. (1) Given the reactants C([Si](C)(C)[O:6][CH2:7][C@H:8]([CH2:19][N:20]1[CH:28]=[N:27][C:26]2[C:21]1=[N:22][C:23]([NH2:30])=[N:24][C:25]=2Cl)[C@H:9]([O:11][Si](C(C)(C)C)(C)C)[CH3:10])(C)(C)C.C(O)(C(F)(F)F)=[O:34], predict the reaction product. The product is: [NH2:30][C:23]1[NH:24][C:25](=[O:34])[C:26]2[N:27]=[CH:28][N:20]([CH2:19][C@H:8]([C@H:9]([OH:11])[CH3:10])[CH2:7][OH:6])[C:21]=2[N:22]=1. (2) The product is: [O:28]1[C:29]2[CH:37]=[CH:36][C:35]([CH2:38][N:19]3[CH2:20][CH2:21][C:16]([CH2:15][CH2:14][CH2:13][N:10]4[C:11]5[C:6](=[CH:5][CH:4]=[C:3]([O:2][CH3:1])[CH:12]=5)[CH:7]=[CH:8][C:9]4=[O:27])([C:22]([O:24][CH2:25][CH3:26])=[O:23])[CH2:17][CH2:18]3)=[CH:34][C:30]=2[O:31][CH2:32][CH2:33]1. Given the reactants [CH3:1][O:2][C:3]1[CH:12]=[C:11]2[C:6]([CH:7]=[CH:8][C:9](=[O:27])[N:10]2[CH2:13][CH2:14][CH2:15][C:16]2([C:22]([O:24][CH2:25][CH3:26])=[O:23])[CH2:21][CH2:20][NH:19][CH2:18][CH2:17]2)=[CH:5][CH:4]=1.[O:28]1[CH2:33][CH2:32][O:31][C:30]2[CH:34]=[C:35]([CH:38]=O)[CH:36]=[CH:37][C:29]1=2.C(O[BH-](OC(=O)C)OC(=O)C)(=O)C.[Na+].C(=O)([O-])O.[Na+], predict the reaction product.